This data is from Choline transporter screen with 302,306 compounds. The task is: Binary Classification. Given a drug SMILES string, predict its activity (active/inactive) in a high-throughput screening assay against a specified biological target. (1) The drug is s1c2c(nc1NC(=O)COCC)ccc(OC)c2. The result is 0 (inactive). (2) The drug is S(=O)(=O)(N1CCOCC1)c1ccc(NC(=O)C2CN(C(=O)C2)c2ccc(OCC)cc2)cc1. The result is 0 (inactive). (3) The compound is OCCC1N(CCN(CC2CC2)C1)Cc1cc(c(OC)cc1)C. The result is 0 (inactive). (4) The drug is O1c2c(C(c3c1cccc3)C(=O)Nc1c(cccc1C)C)cccc2. The result is 0 (inactive). (5) The molecule is S1c2c(N(c3c1cccc3)C(=O)CNCC(C)C)cccc2. The result is 0 (inactive). (6) The molecule is Clc1cc(C(=O)N\N=C(\c2cc(NC(=O)C(C)C)ccc2)C)ccc1. The result is 0 (inactive). (7) The compound is S(=O)(=O)(NC1CCSc2c1cccc2)c1cc(NC(=O)C)c(OC)cc1. The result is 0 (inactive). (8) The drug is Clc1sc(Cl)cc1c1nc(sc1)NC(=O)c1ccccc1. The result is 0 (inactive). (9) The result is 0 (inactive). The molecule is N1(C2CCCC2)CCN(CC1)C(CCC)c1n(nnn1)CCc1ccccc1. (10) The compound is Fc1ccc(NC(=O)Cn2nc(c3c(c2=O)cccc3)c2ccccc2)cc1. The result is 0 (inactive).